Dataset: Forward reaction prediction with 1.9M reactions from USPTO patents (1976-2016). Task: Predict the product of the given reaction. (1) Given the reactants [Br:1][C:2]1[CH:3]=[CH:4][C:5]([C:8]([OH:10])=O)=[N:6][CH:7]=1.[CH3:11][N:12](C(ON1N=NC2C=CC=NC1=2)=[N+](C)C)C.F[P-](F)(F)(F)(F)F.CCN(C(C)C)C(C)C.Cl.CN, predict the reaction product. The product is: [Br:1][C:2]1[CH:3]=[CH:4][C:5]([C:8]([NH:12][CH3:11])=[O:10])=[N:6][CH:7]=1. (2) Given the reactants [NH2:1][CH2:2][CH2:3][NH:4][C:5]1[C:6]2[N:7]([C:15](=[O:18])[NH:16][N:17]=2)[CH:8]=[C:9]([C:11]([CH3:14])([CH3:13])[CH3:12])[N:10]=1.[C:19]1([S:25](Cl)(=[O:27])=[O:26])[CH:24]=[CH:23][CH:22]=[CH:21][CH:20]=1.C(N(C(C)C)CC)(C)C, predict the reaction product. The product is: [C:11]([C:9]1[N:10]=[C:5]([NH:4][CH2:3][CH2:2][NH:1][S:25]([C:19]2[CH:24]=[CH:23][CH:22]=[CH:21][CH:20]=2)(=[O:27])=[O:26])[C:6]2[N:7]([C:15](=[O:18])[NH:16][N:17]=2)[CH:8]=1)([CH3:12])([CH3:13])[CH3:14]. (3) Given the reactants [OH-].[Na+].[NH2:3][C@@H:4]([CH2:8][C:9]([CH3:12])([CH3:11])[CH3:10])[C:5]([OH:7])=[O:6].[CH2:13]([O:20][C:21](Cl)=[O:22])[C:14]1[CH:19]=[CH:18][CH:17]=[CH:16][CH:15]=1, predict the reaction product. The product is: [CH2:13]([O:20][C:21]([NH:3][C@@H:4]([CH2:8][C:9]([CH3:12])([CH3:11])[CH3:10])[C:5]([OH:7])=[O:6])=[O:22])[C:14]1[CH:19]=[CH:18][CH:17]=[CH:16][CH:15]=1. (4) Given the reactants Br[CH2:2][CH2:3][O:4][CH2:5][CH2:6][O:7][CH2:8][CH2:9][O:10][CH3:11].[NH2:12][C:13]1[CH:14]=[C:15]([OH:21])[CH:16]=[C:17]([O:19][CH3:20])[CH:18]=1.C([O-])([O-])=O.[K+].[K+].[Na+].[I-], predict the reaction product. The product is: [CH3:20][O:19][C:17]1[CH:18]=[C:13]([CH:14]=[C:15]([O:21][CH2:2][CH2:3][O:4][CH2:5][CH2:6][O:7][CH2:8][CH2:9][O:10][CH3:11])[CH:16]=1)[NH2:12]. (5) The product is: [CH:1]1([C:4]2[CH:5]=[CH:6][C:7]([CH2:10][C:11]([NH:13][C:14]([C:1]3[CH:4]=[CH:5][C:28]([OH:31])=[CH:3][CH:2]=3)([C:15]3[N:16]=[C:17]([CH3:20])[NH:18][CH:19]=3)[C:21]3[CH:26]=[CH:25][C:24]([O:27][CH2:40][C:41]([F:44])([F:43])[F:42])=[CH:23][CH:22]=3)=[O:12])=[CH:8][CH:9]=2)[CH2:3][CH2:2]1. Given the reactants [CH:1]1([C:4]2[CH:9]=[CH:8][C:7]([CH2:10][C:11]([NH:13][CH:14]([C:21]3[CH:26]=[CH:25][C:24]([OH:27])=[CH:23][CH:22]=3)[C:15]3[N:16]=[C:17]([CH3:20])[NH:18][CH:19]=3)=[O:12])=[CH:6][CH:5]=2)[CH2:3][CH2:2]1.[C:28]([O-:31])([O-])=O.[Cs+].[Cs+].FC(F)(F)S(O[CH2:40][C:41]([F:44])([F:43])[F:42])(=O)=O, predict the reaction product. (6) Given the reactants [CH2:1]([S:3]([N:6]1[CH2:11][CH2:10][CH:9]([C:12]2[C:20]3[C:15](=[C:16]([C:29]([NH2:31])=[O:30])[CH:17]=[C:18]([C:21]4[CH:26]=[CH:25][CH:24]=[C:23]([CH:27]=O)[CH:22]=4)[CH:19]=3)[NH:14][CH:13]=2)[CH2:8][CH2:7]1)(=[O:5])=[O:4])[CH3:2].[CH3:32][O:33][CH2:34][CH2:35][NH:36][CH2:37][CH2:38][O:39][CH3:40].[BH-](OC(C)=O)(OC(C)=O)OC(C)=O.[Na+], predict the reaction product. The product is: [CH3:32][O:33][CH2:34][CH2:35][N:36]([CH2:27][C:23]1[CH:22]=[C:21]([C:18]2[CH:19]=[C:20]3[C:15](=[C:16]([C:29]([NH2:31])=[O:30])[CH:17]=2)[NH:14][CH:13]=[C:12]3[CH:9]2[CH2:10][CH2:11][N:6]([S:3]([CH2:1][CH3:2])(=[O:5])=[O:4])[CH2:7][CH2:8]2)[CH:26]=[CH:25][CH:24]=1)[CH2:37][CH2:38][O:39][CH3:40]. (7) Given the reactants Br[C:2]1[CH:9]=[CH:8][C:5]([CH:6]=[O:7])=[CH:4][CH:3]=1.N1C2C(=CC=C3C=2N=CC=C3)C=CC=1.C(N(CC)CC)C.[CH:31]([B:33]1[O:41][C:38]([CH3:40])([CH3:39])[C:35]([CH3:37])([CH3:36])[O:34]1)=[CH2:32].Cl, predict the reaction product. The product is: [CH3:39][C:38]1([CH3:40])[C:35]([CH3:37])([CH3:36])[O:34][B:33](/[CH:31]=[CH:32]/[C:2]2[CH:9]=[CH:8][C:5]([CH:6]=[O:7])=[CH:4][CH:3]=2)[O:41]1. (8) Given the reactants Cl.[Br:2][C:3]1[CH:4]=[CH:5][C:6]([O:34][CH2:35][C:36]2[CH:41]=[CH:40][CH:39]=[CH:38][CH:37]=2)=[C:7]([CH2:9][N:10]2[C:14]([CH3:15])=[CH:13][C:12]([NH:16][C:17]([O:19][CH2:20][CH:21]3[CH2:26][CH2:25][N:24](C(OC(C)(C)C)=O)[CH2:23][CH2:22]3)=[O:18])=[N:11]2)[CH:8]=1, predict the reaction product. The product is: [NH:24]1[CH2:25][CH2:26][CH:21]([CH2:20][O:19][C:17](=[O:18])[NH:16][C:12]2[CH:13]=[C:14]([CH3:15])[N:10]([CH2:9][C:7]3[CH:8]=[C:3]([Br:2])[CH:4]=[CH:5][C:6]=3[O:34][CH2:35][C:36]3[CH:37]=[CH:38][CH:39]=[CH:40][CH:41]=3)[N:11]=2)[CH2:22][CH2:23]1. (9) Given the reactants [CH3:1][S:2]([C:5]1[CH:10]=[C:9]([CH2:11][CH2:12][C:13]([O:15]C(C)(C)C)=[O:14])[CH:8]=[C:7]([C:20]2[S:21][C:22]3[CH:30]=[CH:29][CH:28]=[CH:27][C:23]=3[C:24](=[O:26])[N:25]=2)[N:6]=1)(=[O:4])=[O:3].C(OC(C)C)(C)C, predict the reaction product. The product is: [CH3:1][S:2]([C:5]1[CH:10]=[C:9]([CH2:11][CH2:12][C:13]([OH:15])=[O:14])[CH:8]=[C:7]([C:20]2[S:21][C:22]3[CH:30]=[CH:29][CH:28]=[CH:27][C:23]=3[C:24](=[O:26])[N:25]=2)[N:6]=1)(=[O:4])=[O:3].